This data is from Catalyst prediction with 721,799 reactions and 888 catalyst types from USPTO. The task is: Predict which catalyst facilitates the given reaction. (1) Reactant: [NH2:1][C:2]1[C:10]([C:11]#[C:12][C:13]2[CH:18]=[CH:17][CH:16]=[C:15]([NH:19][C:20]([C:22]3[N:26]([CH3:27])[N:25]=[C:24]([CH3:28])[CH:23]=3)=[O:21])[CH:14]=2)=[CH:9][C:5]([C:6](O)=[O:7])=[CH:4][N:3]=1.[CH3:29][S:30]([C:33]1[CH:34]=[C:35]([CH:40]=[CH:41][CH:42]=1)[C:36]([O:38][CH3:39])=[O:37])(=[NH:32])=[O:31].C(N(CC)C(C)C)(C)C.F[P-](F)(F)(F)(F)F.N1(O[P+](N(C)C)(N(C)C)N(C)C)C2C=CC=CC=2N=N1. Product: [NH2:1][C:2]1[N:3]=[CH:4][C:5]([C:6]([N:32]=[S:30]([C:33]2[CH:34]=[C:35]([CH:40]=[CH:41][CH:42]=2)[C:36]([O:38][CH3:39])=[O:37])([CH3:29])=[O:31])=[O:7])=[CH:9][C:10]=1[C:11]#[C:12][C:13]1[CH:18]=[CH:17][CH:16]=[C:15]([NH:19][C:20]([C:22]2[N:26]([CH3:27])[N:25]=[C:24]([CH3:28])[CH:23]=2)=[O:21])[CH:14]=1. The catalyst class is: 3. (2) Reactant: [CH:1]1([CH:4]([NH:6][C:7]([C:9]2[C:17]3[C:12](=[N:13][CH:14]=[C:15]([O:18][C:19]4[CH:24]=[CH:23][CH:22]=[CH:21][CH:20]=4)[N:16]=3)[N:11](COCC[Si](C)(C)C)[CH:10]=2)=[O:8])[CH3:5])[CH2:3][CH2:2]1. Product: [CH:1]1([CH:4]([NH:6][C:7]([C:9]2[C:17]3[C:12](=[N:13][CH:14]=[C:15]([O:18][C:19]4[CH:24]=[CH:23][CH:22]=[CH:21][CH:20]=4)[N:16]=3)[NH:11][CH:10]=2)=[O:8])[CH3:5])[CH2:3][CH2:2]1. The catalyst class is: 281. (3) Reactant: C([O:4][C:5]([C:7]1[C:12]([C:13]([N:15]2[CH2:20][CH2:19][N:18]([CH2:21][C:22]3[CH:27]=[CH:26][C:25]([F:28])=[CH:24][CH:23]=3)[C:17](=[O:29])[CH2:16]2)=[O:14])=[CH:11][CH:10]=[CH:9][N:8]=1)=O)(C)C.C[O-].[Na+]. Product: [F:28][C:25]1[CH:26]=[CH:27][C:22]([CH2:21][N:18]2[C:17](=[O:29])[C:16]3[N:15]([C:13](=[O:14])[C:12]4[CH:11]=[CH:10][CH:9]=[N:8][C:7]=4[C:5]=3[OH:4])[CH2:20][CH2:19]2)=[CH:23][CH:24]=1. The catalyst class is: 5. (4) Reactant: C([O:8][C:9]1[CH:14]=[CH:13][C:12]([NH:15][C:16](=[O:28])[C:17]([NH:19][CH2:20][CH2:21][C:22]2[CH:27]=[CH:26][CH:25]=[CH:24][CH:23]=2)=[O:18])=[CH:11][C:10]=1[F:29])C1C=CC=CC=1.Br. The catalyst class is: 15. Product: [F:29][C:10]1[CH:11]=[C:12]([NH:15][C:16](=[O:28])[C:17]([NH:19][CH2:20][CH2:21][C:22]2[CH:23]=[CH:24][CH:25]=[CH:26][CH:27]=2)=[O:18])[CH:13]=[CH:14][C:9]=1[OH:8]. (5) Reactant: [Cl:1][C:2]1[CH:3]=[CH:4][C:5]([S:10][CH2:11][CH3:12])=[C:6]([NH:8][NH2:9])[CH:7]=1.[Br:13][C:14]1[C:22]([CH3:23])=[CH:21][C:17]([C:18](O)=[O:19])=[C:16]([N+:24]([O-:26])=[O:25])[CH:15]=1. Product: [Br:13][C:14]1[C:22]([CH3:23])=[CH:21][C:17]([C:18]([NH:9][NH:8][C:6]2[CH:7]=[C:2]([Cl:1])[CH:3]=[CH:4][C:5]=2[S:10][CH2:11][CH3:12])=[O:19])=[C:16]([N+:24]([O-:26])=[O:25])[CH:15]=1. The catalyst class is: 2.